The task is: Predict the product of the given reaction.. This data is from Forward reaction prediction with 1.9M reactions from USPTO patents (1976-2016). (1) Given the reactants F[C:2]1[CH:7]=[CH:6][CH:5]=[CH:4][C:3]=1[CH:8]([NH:12][C:13]([O:15][CH3:16])=[O:14])[C:9]([OH:11])=[O:10].N[CH:18](C1C=CC=CC=1C)C(O)=O, predict the reaction product. The product is: [CH3:16][O:15][C:13]([NH:12][CH:8]([C:3]1[CH:4]=[CH:5][CH:6]=[CH:7][C:2]=1[CH3:18])[C:9]([OH:11])=[O:10])=[O:14]. (2) Given the reactants [Br:1][C:2]1[CH:3]=[CH:4][C:5]([NH:10][CH2:11][CH2:12][N:13]2[CH2:18][CH2:17][O:16][CH2:15][CH2:14]2)=[C:6]([CH:9]=1)[C:7]#[N:8].C1C[O:22][CH2:21]C1.[H-].C([Al+]CC(C)C)C(C)C.ClC(OC)=O.CC(C)([O-])C.[K+], predict the reaction product. The product is: [Br:1][C:2]1[CH:9]=[C:6]2[C:5](=[CH:4][CH:3]=1)[N:10]([CH2:11][CH2:12][N:13]1[CH2:14][CH2:15][O:16][CH2:17][CH2:18]1)[C:21](=[O:22])[N:8]=[CH:7]2. (3) Given the reactants Cl[C:2]1[CH:7]2[CH2:8][CH:4]([CH2:5][CH2:6]2)[C:3]=1/[CH:9]=[CH:10]/[C:11]([O:13][CH2:14][CH3:15])=[O:12].[N-:16]=[N+]=[N-].[Na+].O, predict the reaction product. The product is: [CH:7]12[CH2:8][CH:4]([CH2:5][CH2:6]1)[C:3]1[CH:9]=[C:10]([C:11]([O:13][CH2:14][CH3:15])=[O:12])[NH:16][C:2]2=1. (4) Given the reactants [C:1](Cl)(=[O:17])[CH2:2][CH2:3][CH2:4][CH2:5][CH2:6][CH2:7][CH2:8][CH2:9][CH2:10][CH2:11][CH2:12][CH2:13][CH2:14][CH2:15][CH3:16].[CH2:19]([O:26][CH2:27][C@H:28]([O:31][CH2:32][CH2:33][CH2:34][CH2:35][CH2:36][CH2:37][CH2:38][CH2:39][CH2:40][CH2:41][CH2:42][CH2:43][CH2:44][CH2:45][CH2:46][CH3:47])[CH2:29][OH:30])[C:20]1[CH:25]=[CH:24][CH:23]=[CH:22][CH:21]=1.N1C=CC=CC=1, predict the reaction product. The product is: [CH2:19]([O:26][CH2:27][C@H:28]([O:31][CH2:32][CH2:33][CH2:34][CH2:35][CH2:36][CH2:37][CH2:38][CH2:39][CH2:40][CH2:41][CH2:42][CH2:43][CH2:44][CH2:45][CH2:46][CH3:47])[CH2:29][O:30][C:1](=[O:17])[CH2:2][CH2:3][CH2:4][CH2:5][CH2:6][CH2:7][CH2:8][CH2:9][CH2:10][CH2:11][CH2:12][CH2:13][CH2:14][CH2:15][CH3:16])[C:20]1[CH:25]=[CH:24][CH:23]=[CH:22][CH:21]=1. (5) The product is: [F:20][C:14]1[CH:15]=[C:16]([F:19])[CH:17]=[CH:18][C:13]=1[N:12]1[CH:8]([C:6]2[CH:5]=[CH:4][N:3]=[C:2]([C:34]3[CH:33]=[CH:32][CH:31]=[C:30]([S:29][CH3:28])[CH:35]=3)[CH:7]=2)[CH2:9][C:10]([C:21]([F:27])([F:26])[C:22]([F:25])([F:24])[F:23])=[N:11]1. Given the reactants Br[C:2]1[CH:7]=[C:6]([CH:8]2[N:12]([C:13]3[CH:18]=[CH:17][C:16]([F:19])=[CH:15][C:14]=3[F:20])[N:11]=[C:10]([C:21]([F:27])([F:26])[C:22]([F:25])([F:24])[F:23])[CH2:9]2)[CH:5]=[CH:4][N:3]=1.[CH3:28][S:29][C:30]1[CH:31]=[C:32](B(O)O)[CH:33]=[CH:34][CH:35]=1.C(=O)([O-])[O-].[Na+].[Na+].C(O)C, predict the reaction product. (6) Given the reactants Br[C:2]1[CH:23]=[CH:22][C:5]([C:6]([NH:8][S:9]([C:12]2[CH:17]=[CH:16][CH:15]=[CH:14][C:13]=2[S:18](=[O:21])(=[O:20])[NH2:19])(=[O:11])=[O:10])=[O:7])=[CH:4][C:3]=1[O:24][CH2:25][CH2:26][O:27][CH2:28][C:29]([F:32])([F:31])[F:30].[CH3:33][CH:34]([CH2:37][CH2:38][CH3:39])[C:35]#[CH:36], predict the reaction product. The product is: [CH3:33][CH:34]([CH2:37][CH2:38][CH3:39])[C:35]#[C:36][C:2]1[CH:23]=[CH:22][C:5]([C:6]([NH:8][S:9]([C:12]2[CH:17]=[CH:16][CH:15]=[CH:14][C:13]=2[S:18](=[O:21])(=[O:20])[NH2:19])(=[O:11])=[O:10])=[O:7])=[CH:4][C:3]=1[O:24][CH2:25][CH2:26][O:27][CH2:28][C:29]([F:32])([F:31])[F:30]. (7) Given the reactants [C:1]([C:3]1[CH:11]=[C:10]2[C:6]([CH2:7][C:8]([CH3:26])([CH3:25])[C@H:9]2[NH:12][C:13]([C:15]2[NH:16][C:17]3[C:22]([CH:23]=2)=[CH:21][C:20]([Cl:24])=[CH:19][CH:18]=3)=[O:14])=[CH:5][CH:4]=1)#[N:2].[C:27](C1C=C2C(CC(C)(C)C2NC(C2NC3C(C=2)=CC(Cl)=CC=3)=O)=CC=1)#N.C([O-])([O-])=O.[K+].[K+].CI, predict the reaction product. The product is: [Cl:24][C:20]1[CH:21]=[C:22]2[C:17](=[CH:18][CH:19]=1)[N:16]([CH3:27])[C:15]([C:13]([NH:12][C@H:9]1[C:10]3[C:6](=[CH:5][CH:4]=[C:3]([C:1]#[N:2])[CH:11]=3)[CH2:7][C:8]1([CH3:26])[CH3:25])=[O:14])=[CH:23]2.